Dataset: Reaction yield outcomes from USPTO patents with 853,638 reactions. Task: Predict the reaction yield, written as a fraction of the theoretical maximum amount of product (1.0 means a 100% yield; for example, 0.34 means a 34% yield). (1) The catalyst is C(COC)OC.O.C(OCC)(=O)C. The yield is 0.300. The product is [Cl:26][C:23]1[S:22][C:21]([C:9]2[NH:10][N:11]=[C:7]([CH3:34])[C:8]=2[C:27]2[CH:28]=[CH:29][N:30]=[CH:31][CH:32]=2)=[CH:25][CH:24]=1. The reactants are C(=O)([O-])O.[Na+].Br[C:7]1[N:11](CC2C=CC(OC)=CC=2)[N:10]=[C:9]([C:21]2[S:22][C:23]([Cl:26])=[CH:24][CH:25]=2)[C:8]=1[C:27]1[CH:32]=[CH:31][N:30]=[CH:29][CH:28]=1.Br[C:34]1C(C2C=CN=CC=2)=C(C2SC(Cl)=CC=2)N(CC2C=CC(OC)=CC=2)N=1.CB1OB(C)OB(C)O1. (2) The yield is 0.890. The product is [CH3:1][O:2][C:3]1[CH:12]=[C:11]2[C:6]([C:7]([O:13][CH2:14][C:15]3[N:19]4[CH:20]=[C:21]([C:26]([OH:27])=[O:29])[CH:22]=[CH:23][C:18]4=[N:17][N:16]=3)=[CH:8][CH:9]=[N:10]2)=[CH:5][CH:4]=1. The reactants are [CH3:1][O:2][C:3]1[CH:12]=[C:11]2[C:6]([C:7]([O:13][CH2:14][C:15]3[N:19]4[CH:20]=[C:21](C#N)[CH:22]=[CH:23][C:18]4=[N:17][N:16]=3)=[CH:8][CH:9]=[N:10]2)=[CH:5][CH:4]=1.[C:26](=[O:29])([O-])[O-:27].[Na+].[Na+]. The catalyst is S(=O)(=O)(O)O.O.